Dataset: Full USPTO retrosynthesis dataset with 1.9M reactions from patents (1976-2016). Task: Predict the reactants needed to synthesize the given product. (1) Given the product [CH:8]1([C:14]2[C:15]3[CH:16]=[CH:17][C:18]([C:36]([NH:56][S:53]([N:52]([CH3:57])[CH3:51])(=[O:55])=[O:54])=[O:37])=[CH:19][C:20]=3[N:21]3[CH2:28][CH2:27][N:26]([CH3:29])[CH2:25][C:24]4[CH:30]=[C:31]([O:34][CH3:35])[CH:32]=[CH:33][C:23]=4[C:22]=23)[CH2:9][CH2:10][CH2:11][CH2:12][CH2:13]1, predict the reactants needed to synthesize it. The reactants are: FC(F)(F)C([O-])=O.[CH:8]1([C:14]2[C:15]3[CH:16]=[CH:17][C:18]([C:36](O)=[O:37])=[CH:19][C:20]=3[N:21]3[CH2:28][CH2:27][N:26]([CH3:29])[CH2:25][C:24]4[CH:30]=[C:31]([O:34][CH3:35])[CH:32]=[CH:33][C:23]=4[C:22]=23)[CH2:13][CH2:12][CH2:11][CH2:10][CH2:9]1.CCN=C=NCCCN(C)C.Cl.[CH3:51][N:52]([CH3:57])[S:53]([NH2:56])(=[O:55])=[O:54]. (2) Given the product [Br:12][C:13]1[C:14]([F:21])=[C:15]([CH:16]([C:2]2[S:3][CH:4]=[CH:5][N:6]=2)[OH:17])[CH:18]=[CH:19][CH:20]=1, predict the reactants needed to synthesize it. The reactants are: Br[C:2]1[S:3][CH:4]=[CH:5][N:6]=1.C([Mg]Cl)(C)C.[Br:12][C:13]1[C:14]([F:21])=[C:15]([CH:18]=[CH:19][CH:20]=1)[CH:16]=[O:17]. (3) Given the product [Cl:32][C:33]1[CH:34]=[CH:35][C:36]([NH:39][C:40](=[O:48])[C:41]2[CH:46]=[CH:45][CH:44]=[CH:43][C:42]=2[NH:47][C:28]([O:12][CH:9]2[CH2:10][CH2:11][N:7]([C:4]3[CH:5]=[CH:6][N:1]=[CH:2][CH:3]=3)[CH2:8]2)=[O:29])=[N:37][CH:38]=1, predict the reactants needed to synthesize it. The reactants are: [N:1]1[CH:6]=[CH:5][C:4]([N:7]2[CH2:11][CH2:10][CH:9]([OH:12])[CH2:8]2)=[CH:3][CH:2]=1.CS(O)(=O)=O.N1C2C(=CC=CC=2)C=CC=1.[C:28](Cl)(Cl)=[O:29].[Cl:32][C:33]1[CH:34]=[CH:35][C:36]([NH:39][C:40](=[O:48])[C:41]2[CH:46]=[CH:45][CH:44]=[CH:43][C:42]=2[NH2:47])=[N:37][CH:38]=1. (4) Given the product [C:1]([O:5][C:6]([N:7]1[CH2:8][C@@H:9]([CH3:10])[N:11]2[C:12](=[CH:13][C:14]3[C:15]2=[N:16][CH:17]=[C:18]([F:20])[CH:19]=3)[CH2:21]1)=[O:23])([CH3:4])([CH3:3])[CH3:2], predict the reactants needed to synthesize it. The reactants are: [C:1]([O:5][C:6](=[O:23])[NH:7][CH2:8][C@H:9]([N:11]1[C:15]2=[N:16][CH:17]=[C:18]([F:20])[CH:19]=[C:14]2[CH:13]=[C:12]1[CH2:21]O)[CH3:10])([CH3:4])([CH3:3])[CH3:2]. (5) Given the product [CH2:20]([O:19][C:10]1[CH:9]=[C:6]([CH:5]=[C:4]([O:3][CH2:1][CH3:2])[C:11]=1[C:12]([F:17])([F:18])[C:13]([F:14])([F:16])[F:15])[CH2:40][N:38]1[CH2:37][C:36]2([CH2:47][C:33]([N:30]3[CH2:31][CH2:32][C:27]([CH3:48])([C:25]([O:24][CH2:22][CH3:23])=[O:26])[CH2:28][CH2:29]3)=[N:34][O:35]2)[CH2:39]1)[CH3:21], predict the reactants needed to synthesize it. The reactants are: [CH2:1]([O:3][C:4]1[CH:5]=[C:6]([CH:9]=[C:10]([O:19][CH2:20][CH3:21])[C:11]=1[C:12]([F:18])([F:17])[C:13]([F:16])([F:15])[F:14])C=O)[CH3:2].[CH2:22]([O:24][C:25]([C:27]1([CH3:48])[CH2:32][CH2:31][N:30]([C:33]2[CH2:47][C:36]3([CH2:39][N:38]([C:40](OC(C)(C)C)=O)[CH2:37]3)[O:35][N:34]=2)[CH2:29][CH2:28]1)=[O:26])[CH3:23]. (6) Given the product [Br:13][C:14]1[CH:21]=[CH:20][C:17]([CH2:18][NH:19][C:1](=[O:3])[CH3:2])=[C:16]([F:22])[CH:15]=1, predict the reactants needed to synthesize it. The reactants are: [C:1](Cl)(=[O:3])[CH3:2].C(N(CC)CC)C.Cl.[Br:13][C:14]1[CH:21]=[CH:20][C:17]([CH2:18][NH2:19])=[C:16]([F:22])[CH:15]=1. (7) Given the product [Cl:1][C:2]1[CH:7]=[CH:6][C:5]([C:8]([F:11])([F:10])[F:9])=[CH:4][C:3]=1[N:12]1[CH:16]=[C:15]([C:29]2[N:37]=[CH:36][N:35]=[C:34]3[C:30]=2[N:31]=[CH:32][N:33]3[CH2:38][C:39]2[CH:44]=[CH:43][C:42]([O:45][CH3:46])=[CH:41][CH:40]=2)[CH:14]=[C:13]1[C:26]#[N:27], predict the reactants needed to synthesize it. The reactants are: [Cl:1][C:2]1[CH:7]=[CH:6][C:5]([C:8]([F:11])([F:10])[F:9])=[CH:4][C:3]=1[N:12]1[CH:16]=[C:15](B2OC(C)(C)C(C)(C)O2)[CH:14]=[C:13]1[C:26]#[N:27].Cl[C:29]1[N:37]=[CH:36][N:35]=[C:34]2[C:30]=1[N:31]=[CH:32][N:33]2[CH2:38][C:39]1[CH:44]=[CH:43][C:42]([O:45][CH3:46])=[CH:41][CH:40]=1.C([O-])([O-])=O.[Na+].[Na+].